From a dataset of Experimentally validated miRNA-target interactions with 360,000+ pairs, plus equal number of negative samples. Binary Classification. Given a miRNA mature sequence and a target amino acid sequence, predict their likelihood of interaction. (1) The miRNA is hsa-miR-7844-5p with sequence AAAACUAGGACUGUGUGGUGUA. The protein sequence of the target gene is MGRSRSRSSSRSKHTKSSKHNKKRSRSRSRSRDKERVRKRSKSRESKRNRRRESRSRSRSTNAAASRRERERASSPPDRIDIFGRTVSKRSSLDEKQKREEEEKKAEFERQRKIRQQEIEEKLIEEETARRVEELVAKRVEEELEKRKDEIEREVLRRVEEAKRIMEKQLLEELERQRQAELAAQKAREEEERAKREELERILEENNRKIAEAQAKLAEEQLRIVEEQRKIHEERMKLEQERQRQQKEEQKIILGKGKSRPKLSFSLKTQD. Result: 0 (no interaction). (2) The miRNA is gga-miR-21-5p with sequence UAGCUUAUCAGACUGAUGUUGA. The protein sequence of the target gene is MEGGGKPNSSSNSRDDGNSVFPAKASATGAGPAAAEKRLGTPPGGGGAGAKEHGNSVCFKVDGGGGGGGGGGGGEEPAGGFEDAEGPRRQYGFMQRQFTSMLQPGVNKFSLRMFGSQKAVEKEQERVKTAGFWIIHPYSDFRFYWDLIMLIMMVGNLVIIPVGITFFTEQTTTPWIIFNVASDTVFLLDLIMNFRTGTVNEDSSEIILDPKVIKMNYLKSWFVVDFISSIPVDYIFLIVEKGMDSEVYKTARALRIVRFTKILSLLRLLRLSRLIRYIHQWEEIFHMTYDLASAVVRIFN.... Result: 0 (no interaction). (3) The miRNA is mmu-miR-1898 with sequence AGGUCAAGGUUCACAGGGGAUC. The protein sequence of the target gene is MMTAKAVDKIPVTLSGFVHQLSDNIYPVEDLAATSVTIFPNAELGGPFDQMNGVAGDGMINIDMTGEKRSLDLPYPSSFAPVSAPRNQTFTYMGKFSIDPQYPGASCYPEGIINIVSAGILQGVTSPASTTASSSVTSASPNPLATGPLGVCTMSQTQPDLDHLYSPPPPPPPYSGCAGDLYQDPSAFLSAATTSTSSSLAYPPPPSYPSPKPATDPGLFPMIPDYPGFFPSQCQRDLHGTAGPDRKPFPCPLDTLRVPPPLTPLSTIRNFTLGGPSAGVTGPGASGGSEGPRLPGSSSA.... Result: 0 (no interaction).